Dataset: Reaction yield outcomes from USPTO patents with 853,638 reactions. Task: Predict the reaction yield, written as a fraction of the theoretical maximum amount of product (1.0 means a 100% yield; for example, 0.34 means a 34% yield). (1) The reactants are [CH:1]1([O:7][CH2:8][CH:9]2[CH2:14][CH:13]([C:15]([O:17][CH3:18])=[O:16])[CH2:12][CH2:11][NH:10]2)[CH2:6][CH2:5][CH2:4][CH2:3][CH2:2]1.CCN(C(C)C)C(C)C.[C:28](Cl)(=[O:31])[O:29][CH3:30].[NH4+].[Cl-]. The catalyst is ClCCl. The product is [CH:1]1([O:7][CH2:8][CH:9]2[CH2:14][CH:13]([C:15]([O:17][CH3:18])=[O:16])[CH2:12][CH2:11][N:10]2[C:28]([O:29][CH3:30])=[O:31])[CH2:6][CH2:5][CH2:4][CH2:3][CH2:2]1. The yield is 0.970. (2) The product is [CH2:48]([NH:47][C:30](=[O:31])[C:29]1[CH:33]=[CH:34][C:35]([CH3:36])=[C:27]([C:10]2[C:11]3[CH:17]=[CH:16][C:15](=[O:18])[N:14]([C:19]4[C:24]([F:25])=[CH:23][CH:22]=[CH:21][C:20]=4[F:26])[C:12]=3[N:13]=[C:8]([NH:7][CH2:6][CH2:5][CH2:4][N:3]([CH2:37][CH3:38])[CH2:1][CH3:2])[N:9]=2)[CH:28]=1)[CH2:49][CH2:50][CH3:51]. The yield is 0.660. The reactants are [CH2:1]([N:3]([CH2:37][CH3:38])[CH2:4][CH2:5][CH2:6][NH:7][C:8]1[N:9]=[C:10]([C:27]2[CH:28]=[C:29]([CH:33]=[CH:34][C:35]=2[CH3:36])[C:30](O)=[O:31])[C:11]2[CH:17]=[CH:16][C:15](=[O:18])[N:14]([C:19]3[C:24]([F:25])=[CH:23][CH:22]=[CH:21][C:20]=3[F:26])[C:12]=2[N:13]=1)[CH3:2].CN(C(O[N:47]1N=N[C:49]2[CH:50]=[CH:51]C=C[C:48]1=2)=[N+](C)C)C.F[P-](F)(F)(F)(F)F.C(N)CCC. The catalyst is C(Cl)Cl. (3) The reactants are [C:1]([OH:4])(=[O:3])[CH3:2].[O:5]=[CH:6][C:7]1[CH:15]=[CH:14][C:12](O)=[C:9]([O:10][CH3:11])[CH:8]=1.[N+:16]([O-])([OH:18])=[O:17]. No catalyst specified. The product is [C:1]([O:4][C:12]1[CH:14]=[CH:15][C:7]([CH:6]=[O:5])=[C:8]([N+:16]([O-:18])=[O:17])[C:9]=1[O:10][CH3:11])(=[O:3])[CH3:2]. The yield is 0.410. (4) The reactants are [F:1][C:2]([F:16])([F:15])[C:3]1[CH:8]=[CH:7][C:6]([C:9]2[CH:10]=[N:11][CH:12]=[CH:13][CH:14]=2)=[CH:5][CH:4]=1.[OH:17]O. The product is [F:16][C:2]([F:1])([F:15])[C:3]1[CH:4]=[CH:5][C:6]([C:9]2[CH:10]=[N+:11]([O-:17])[CH:12]=[CH:13][CH:14]=2)=[CH:7][CH:8]=1. The catalyst is C(O)(=O)C. The yield is 0.680.